Dataset: Reaction yield outcomes from USPTO patents with 853,638 reactions. Task: Predict the reaction yield, written as a fraction of the theoretical maximum amount of product (1.0 means a 100% yield; for example, 0.34 means a 34% yield). (1) The reactants are C([O:8][C:9]1[CH:10]=[C:11]2[C:15](=[CH:16][CH:17]=1)[NH:14][C:13]([CH2:18][CH2:19][C:20]([O:22][CH3:23])=[O:21])=[CH:12]2)C1C=CC=CC=1. The catalyst is C(O)C.[Pd]. The product is [OH:8][C:9]1[CH:10]=[C:11]2[C:15](=[CH:16][CH:17]=1)[NH:14][C:13]([CH2:18][CH2:19][C:20]([O:22][CH3:23])=[O:21])=[CH:12]2. The yield is 0.900. (2) The catalyst is C1COCC1. The yield is 0.540. The product is [C:3]1([CH2:2][CH2:1][C:12]2[C:13]3[CH:20]=[CH:19][NH:18][C:14]=3[N:15]=[CH:16][N:17]=2)[CH:8]=[CH:7][CH:6]=[CH:5][CH:4]=1. The reactants are [CH2:1]([Mg]Br)[CH2:2][C:3]1[CH:8]=[CH:7][CH:6]=[CH:5][CH:4]=1.Cl[C:12]1[C:13]2[CH:20]=[CH:19][NH:18][C:14]=2[N:15]=[CH:16][N:17]=1.[NH4+].[Cl-]. (3) The reactants are [N:1]1([C:7]([C:9]2[S:13][C:12]([C:14]#[N:15])=[CH:11][CH:10]=2)=[O:8])[CH2:6][CH2:5][CH2:4][CH2:3][CH2:2]1.C([O-])(=O)C.[Na+].Cl.[NH2:22]O.[F:24][C:25]([F:36])([F:35])[C:26](O[C:26](=[O:27])[C:25]([F:36])([F:35])[F:24])=[O:27]. The catalyst is CCO.O.C1(C)C=CC=CC=1. The product is [N:1]1([C:7]([C:9]2[S:13][C:12]([C:14]3[N:22]=[C:26]([C:25]([F:36])([F:35])[F:24])[O:27][N:15]=3)=[CH:11][CH:10]=2)=[O:8])[CH2:6][CH2:5][CH2:4][CH2:3][CH2:2]1. The yield is 0.630. (4) The reactants are [Br:1][C:2]1[CH:3]=[C:4]([N+:12]([O-:14])=[O:13])[C:5]([CH3:11])=[C:6]([CH:10]=1)[C:7]([OH:9])=[O:8].[C:15]([O-])([O-])=O.[Na+].[Na+].IC. The catalyst is CN(C=O)C.O. The product is [Br:1][C:2]1[CH:3]=[C:4]([N+:12]([O-:14])=[O:13])[C:5]([CH3:11])=[C:6]([CH:10]=1)[C:7]([O:9][CH3:15])=[O:8]. The yield is 0.610.